From a dataset of Catalyst prediction with 721,799 reactions and 888 catalyst types from USPTO. Predict which catalyst facilitates the given reaction. Reactant: Cl.[Cl:2][C:3]1[N:4]=[C:5]([N:12]2[CH2:17][CH2:16][O:15][CH2:14][C@@H:13]2[CH3:18])[C:6]2[CH2:11][NH:10][CH2:9][C:7]=2[N:8]=1.C(O)(C(F)(F)F)=O.[CH3:26][C:27]([CH3:29])=O.C(O[BH-](OC(=O)C)OC(=O)C)(=O)C.[Na+]. Product: [Cl:2][C:3]1[N:4]=[C:5]([N:12]2[CH2:17][CH2:16][O:15][CH2:14][C@@H:13]2[CH3:18])[C:6]2[CH2:11][N:10]([CH:27]([CH3:29])[CH3:26])[CH2:9][C:7]=2[N:8]=1. The catalyst class is: 559.